Task: Predict which catalyst facilitates the given reaction.. Dataset: Catalyst prediction with 721,799 reactions and 888 catalyst types from USPTO (1) Reactant: [NH2:1][C:2]1[NH:3][C:4](=[S:16])[C:5]([C:14]#[N:15])=[C:6]([C:8]2[CH:13]=[CH:12][CH:11]=[CH:10][CH:9]=2)[N:7]=1.[CH:17](Br)([CH3:19])[CH3:18].CC[O-].[Na+]. Product: [NH2:1][C:2]1[N:3]=[C:4]([S:16][CH:17]([CH3:19])[CH3:18])[C:5]([C:14]#[N:15])=[C:6]([C:8]2[CH:13]=[CH:12][CH:11]=[CH:10][CH:9]=2)[N:7]=1. The catalyst class is: 8. (2) Reactant: Cl[C:2]1[N:7]=[CH:6][C:5]([C:8]2[CH:25]=[CH:24][C:11]3[NH:12][CH:13]([C:16]4[C:21]([F:22])=[CH:20][CH:19]=[CH:18][C:17]=4[F:23])[CH2:14][O:15][C:10]=3[CH:9]=2)=[C:4]([CH3:26])[CH:3]=1.C([Sn](CCCC)(CCCC)[C:32]1[O:33][CH:34]=[CH:35][N:36]=1)CCC.C(OCC)(=O)C.CCCCCC. Product: [F:23][C:17]1[CH:18]=[CH:19][CH:20]=[C:21]([F:22])[C:16]=1[CH:13]1[NH:12][C:11]2[CH:24]=[CH:25][C:8]([C:5]3[CH:6]=[N:7][C:2]([C:32]4[O:33][CH:34]=[CH:35][N:36]=4)=[CH:3][C:4]=3[CH3:26])=[CH:9][C:10]=2[O:15][CH2:14]1. The catalyst class is: 75. (3) Product: [CH2:1]([N:8]1[CH:12]=[C:11]([O:13][CH3:16])[CH:10]=[N:9]1)[C:2]1[CH:3]=[CH:4][CH:5]=[CH:6][CH:7]=1. Reactant: [CH2:1]([N:8]1[CH:12]=[C:11]([OH:13])[CH:10]=[N:9]1)[C:2]1[CH:7]=[CH:6][CH:5]=[CH:4][CH:3]=1.IC.[C:16]([O-])([O-])=O.[Cs+].[Cs+]. The catalyst class is: 9. (4) Reactant: [F:1][C:2]([F:16])([F:15])[C:3]1[CH:8]=[C:7]([C:9]([F:12])([F:11])[F:10])[CH:6]=[C:5]([NH2:13])[C:4]=1[NH2:14].[Si:17]([O:24][CH2:25][C:26](O)=[O:27])([C:20](C)([CH3:22])[CH3:21])([CH3:19])[CH3:18].CN(C(ON1N=NC2C=CC=NC1=2)=[N+](C)C)C.F[P-](F)(F)(F)(F)F. Product: [NH2:14][C:4]1[C:3]([C:2]([F:15])([F:16])[F:1])=[CH:8][C:7]([C:9]([F:12])([F:11])[F:10])=[CH:6][C:5]=1[NH:13][C:26](=[O:27])[CH2:25][O:24][Si:17]([CH:20]([CH3:22])[CH3:21])([CH3:19])[CH3:18]. The catalyst class is: 39. (5) Reactant: [OH:1][C:2]1[CH:7]=[CH:6][C:5]([C:8](=[O:10])[CH3:9])=[CH:4][C:3]=1[N+:11]([O-:13])=[O:12].C(=O)([O-])[O-].[K+].[K+].Br[CH2:21]/[CH:22]=[CH:23]/[C:24]1[CH:29]=[CH:28][CH:27]=[CH:26][CH:25]=1. Product: [CH2:21]([O:1][C:2]1[CH:7]=[CH:6][C:5]([C:8](=[O:10])[CH3:9])=[CH:4][C:3]=1[N+:11]([O-:13])=[O:12])/[CH:22]=[CH:23]/[C:24]1[CH:29]=[CH:28][CH:27]=[CH:26][CH:25]=1. The catalyst class is: 95.